From a dataset of Peptide-MHC class I binding affinity with 185,985 pairs from IEDB/IMGT. Regression. Given a peptide amino acid sequence and an MHC pseudo amino acid sequence, predict their binding affinity value. This is MHC class I binding data. (1) The peptide sequence is ELVTRKCPQK. The MHC is HLA-A68:01 with pseudo-sequence HLA-A68:01. The binding affinity (normalized) is 0.331. (2) The peptide sequence is ISDSNPYLTQW. The MHC is HLA-B40:01 with pseudo-sequence HLA-B40:01. The binding affinity (normalized) is 0.